This data is from Reaction yield outcomes from USPTO patents with 853,638 reactions. The task is: Predict the reaction yield, written as a fraction of the theoretical maximum amount of product (1.0 means a 100% yield; for example, 0.34 means a 34% yield). (1) The reactants are [CH3:1][O:2][NH:3][CH:4]([CH3:15])[CH2:5][C:6]1[C:11]([Cl:12])=[CH:10][C:9]([Cl:13])=[CH:8][C:7]=1[Cl:14].[OH-].[Na+].[F:18][CH:19]([F:29])[C:20]1[C:24]([C:25](Cl)=[O:26])=[CH:23][N:22]([CH3:28])[N:21]=1. The catalyst is C1(C)C(C)=CC=CC=1. The product is [CH3:1][O:2][N:3]([CH:4]([CH3:15])[CH2:5][C:6]1[C:7]([Cl:14])=[CH:8][C:9]([Cl:13])=[CH:10][C:11]=1[Cl:12])[C:25]([C:24]1[C:20]([CH:19]([F:29])[F:18])=[N:21][N:22]([CH3:28])[CH:23]=1)=[O:26]. The yield is 0.878. (2) The reactants are OC(C(F)(F)F)=O.[N:8]1([C:15]([C:17]2[CH:18]=[C:19]([CH:32]=[CH:33][C:34]=2[F:35])[CH2:20][C:21]2[C:30]3[C:25](=[CH:26][CH:27]=[CH:28][CH:29]=3)[C:24](=[O:31])[NH:23][N:22]=2)=[O:16])[CH2:14][CH2:13][CH2:12][NH:11][CH2:10][CH2:9]1.[O:36]=[C:37]([CH3:41])[C:38](O)=[O:39].CCN(C(C)C)C(C)C.CN(C(ON1N=NC2C=CC=NC1=2)=[N+](C)C)C.F[P-](F)(F)(F)(F)F. The catalyst is CN(C=O)C. The product is [F:35][C:34]1[CH:33]=[CH:32][C:19]([CH2:20][C:21]2[C:30]3[C:25](=[CH:26][CH:27]=[CH:28][CH:29]=3)[C:24](=[O:31])[NH:23][N:22]=2)=[CH:18][C:17]=1[C:15]([N:8]1[CH2:14][CH2:13][CH2:12][N:11]([C:38](=[O:39])[C:37](=[O:36])[CH3:41])[CH2:10][CH2:9]1)=[O:16]. The yield is 0.451. (3) The reactants are [C:1]([O:4][CH2:5][CH2:6]P(OCC)(OCC)=O)(=[O:3])[CH3:2].[H-].[Na+].[Cl:17][C:18]1[C:19]([O:30][C:31]2[N:35]([CH3:36])[N:34]=[C:33]([CH3:37])[C:32]=2[CH3:38])=[CH:20][C:21]([O:26][CH2:27][O:28][CH3:29])=[C:22]([CH:25]=1)[CH:23]=O.[Cl-].[NH4+]. The catalyst is O1CCCC1. The product is [Cl:17][C:18]1[C:19]([O:30][C:31]2[N:35]([CH3:36])[N:34]=[C:33]([CH3:37])[C:32]=2[CH3:38])=[CH:20][C:21]([O:26][CH2:27][O:28][CH3:29])=[C:22](/[CH:23]=[CH:2]/[C:1]([O:4][CH2:5][CH3:6])=[O:3])[CH:25]=1. The yield is 0.990. (4) The reactants are [F:1][C:2]1[CH:18]=[CH:17][C:16]([C:19]2[CH:24]=[CH:23][CH:22]=[C:21]([F:25])[CH:20]=2)=[CH:15][C:3]=1[C:4]([NH:6][C:7]1[CH:12]=[CH:11][CH:10]=[C:9]([O:13][CH3:14])[CH:8]=1)=O. The catalyst is C1COCC1. The product is [F:1][C:2]1[CH:18]=[CH:17][C:16]([C:19]2[CH:24]=[CH:23][CH:22]=[C:21]([F:25])[CH:20]=2)=[CH:15][C:3]=1[CH2:4][NH:6][C:7]1[CH:12]=[CH:11][CH:10]=[C:9]([O:13][CH3:14])[CH:8]=1. The yield is 0.880.